This data is from Forward reaction prediction with 1.9M reactions from USPTO patents (1976-2016). The task is: Predict the product of the given reaction. (1) The product is: [CH:1]1([C:6]2([N:16]([CH3:18])[CH3:17])[CH2:7][CH2:8][C:9](=[O:10])[CH2:14][CH2:15]2)[CH2:2][CH2:3][CH2:4][CH2:5]1. Given the reactants [CH:1]1([C:6]2([N:16]([CH3:18])[CH3:17])[CH2:15][CH2:14][C:9]3(OCC[O:10]3)[CH2:8][CH2:7]2)[CH2:5][CH2:4][CH2:3][CH2:2]1, predict the reaction product. (2) Given the reactants C(OC(=O)[NH:6][C:7]1([C:13](=[O:27])[NH:14][C:15]2[C:24]3[C:19](=[CH:20][CH:21]=[C:22]([O:25][CH3:26])[N:23]=3)[N:18]=[CH:17][CH:16]=2)[CH2:12][CH2:11][NH:10][CH2:9][CH2:8]1)C=C.C([SnH](CCCC)CCCC)CCC, predict the reaction product. The product is: [CH3:26][O:25][C:22]1[N:23]=[C:24]2[C:19](=[CH:20][CH:21]=1)[N:18]=[CH:17][CH:16]=[C:15]2[NH:14][C:13]([C:7]1([NH2:6])[CH2:8][CH2:9][NH:10][CH2:11][CH2:12]1)=[O:27]. (3) Given the reactants [Cl:1][C:2]1[C:11]2[C:6](=[CH:7][CH:8]=[CH:9][CH:10]=2)[C:5]([NH2:12])=[N:4][N:3]=1.[Br-].[Na+].Cl[CH2:16][CH:17]=O, predict the reaction product. The product is: [Cl:1][C:2]1[C:11]2[C:6](=[CH:7][CH:8]=[CH:9][CH:10]=2)[C:5]2=[N:12][CH:16]=[CH:17][N:4]2[N:3]=1. (4) Given the reactants [O:1]1[C:5]2[CH:6]=[CH:7][C:8]([CH2:10][N:11]3[C:20]([CH2:21][OH:22])=[C:19]([C:23]4[CH:28]=[CH:27][CH:26]=[CH:25][CH:24]=4)[C:18]4[C:13](=[CH:14][CH:15]=[C:16]([Br:29])[CH:17]=4)[C:12]3=[O:30])=[CH:9][C:4]=2[O:3][CH2:2]1.[H-].[Na+].[CH2:33](Br)[C:34]1[CH:39]=[CH:38][CH:37]=[CH:36][CH:35]=1.O, predict the reaction product. The product is: [O:1]1[C:5]2[CH:6]=[CH:7][C:8]([CH2:10][N:11]3[C:20]([CH2:21][O:22][CH2:33][C:34]4[CH:39]=[CH:38][CH:37]=[CH:36][CH:35]=4)=[C:19]([C:23]4[CH:28]=[CH:27][CH:26]=[CH:25][CH:24]=4)[C:18]4[C:13](=[CH:14][CH:15]=[C:16]([Br:29])[CH:17]=4)[C:12]3=[O:30])=[CH:9][C:4]=2[O:3][CH2:2]1. (5) Given the reactants [F:1][C:2]1[CH:9]=[CH:8][C:5]([CH2:6]Br)=[CH:4][CH:3]=1.[CH2:10]([O:12][C:13](=[O:33])[C:14]1[CH:19]=[C:18]([N:20]2[C:24]([CH3:25])=[CH:23][CH:22]=[C:21]2[C:26]2[CH:31]=[CH:30][CH:29]=[CH:28][C:27]=2[OH:32])[CH:17]=[N:16][CH:15]=1)[CH3:11].C([O-])([O-])=O.[K+].[K+], predict the reaction product. The product is: [CH2:10]([O:12][C:13](=[O:33])[C:14]1[CH:19]=[C:18]([N:20]2[C:24]([CH3:25])=[CH:23][CH:22]=[C:21]2[C:26]2[CH:31]=[CH:30][CH:29]=[CH:28][C:27]=2[O:32][CH2:6][C:5]2[CH:8]=[CH:9][C:2]([F:1])=[CH:3][CH:4]=2)[CH:17]=[N:16][CH:15]=1)[CH3:11]. (6) Given the reactants [C:1]([N:4]([C@H:16]1[C:25]2[C:20](=[CH:21][CH:22]=[CH:23][CH:24]=2)[N:19]([C:26](=[O:35])[C:27]2[CH:32]=[CH:31][C:30]([O:33][CH3:34])=[CH:29][CH:28]=2)[C@@H:18]([CH3:36])[CH2:17]1)[C:5]1[CH:10]=[CH:9][C:8]([CH2:11][CH2:12][C:13](O)=[O:14])=[CH:7][CH:6]=1)(=[O:3])[CH3:2].C([N:40](C1C2C(=CC=CC=2)N(C(=O)C2C=CC(OC)=CC=2)C(C)C1)C1C=CC(CCC(O)=O)=CC=1)(=O)C.CN(C(ON1N=NC2C=CC=NC1=2)=[N+](C)C)C.F[P-](F)(F)(F)(F)F.C1C=CC2N(O)N=NC=2C=1.[NH4+].[Cl-].CCN(C(C)C)C(C)C, predict the reaction product. The product is: [C:1]([N:4]([C@H:16]1[C:25]2[C:20](=[CH:21][CH:22]=[CH:23][CH:24]=2)[N:19]([C:26](=[O:35])[C:27]2[CH:28]=[CH:29][C:30]([O:33][CH3:34])=[CH:31][CH:32]=2)[C@@H:18]([CH3:36])[CH2:17]1)[C:5]1[CH:10]=[CH:9][C:8]([CH2:11][CH2:12][C:13]([NH2:40])=[O:14])=[CH:7][CH:6]=1)(=[O:3])[CH3:2]. (7) The product is: [CH3:1][O:2][C:3]1[CH:18]=[C:17]([O:19][CH3:20])[CH:16]=[CH:15][C:4]=1[CH2:5][N:6]1[C:7](=[O:14])[CH:8]2[C:10]([CH:12]=[O:13])([CH2:9]2)[CH2:11]1. Given the reactants [CH3:1][O:2][C:3]1[CH:18]=[C:17]([O:19][CH3:20])[CH:16]=[CH:15][C:4]=1[CH2:5][N:6]1[CH2:11][C:10]2([CH2:12][OH:13])[CH:8]([CH2:9]2)[C:7]1=[O:14].C(N(CC)CC)C.O, predict the reaction product.